This data is from Peptide-MHC class II binding affinity with 134,281 pairs from IEDB. The task is: Regression. Given a peptide amino acid sequence and an MHC pseudo amino acid sequence, predict their binding affinity value. This is MHC class II binding data. (1) The peptide sequence is AFKVAATAANAMPAN. The MHC is DRB1_1001 with pseudo-sequence DRB1_1001. The binding affinity (normalized) is 0.840. (2) The peptide sequence is CGDGIFIFRDSDDWL. The MHC is HLA-DQA10501-DQB10302 with pseudo-sequence HLA-DQA10501-DQB10302. The binding affinity (normalized) is 0.496.